From a dataset of Catalyst prediction with 721,799 reactions and 888 catalyst types from USPTO. Predict which catalyst facilitates the given reaction. (1) Reactant: Cl.[C:2]([N:5]1[C:14]2[C:9](=[CH:10][C:11]([C:15]#[N:16])=[CH:12][CH:13]=2)[C@H:8]([NH:17][C:18]2[N:23]=[C:22]([CH2:24][N:25]3[CH2:30][CH2:29][N:28](C(OC(C)(C)C)=O)[CH2:27][CH2:26]3)[CH:21]=[CH:20][CH:19]=2)[C@@H:7]([CH3:38])[C@@H:6]1[CH:39]1[CH2:41][CH2:40]1)(=[O:4])[CH3:3]. Product: [C:2]([N:5]1[C:14]2[C:9](=[CH:10][C:11]([C:15]#[N:16])=[CH:12][CH:13]=2)[C@H:8]([NH:17][C:18]2[CH:19]=[CH:20][CH:21]=[C:22]([CH2:24][N:25]3[CH2:26][CH2:27][NH:28][CH2:29][CH2:30]3)[N:23]=2)[C@@H:7]([CH3:38])[C@@H:6]1[CH:39]1[CH2:41][CH2:40]1)(=[O:4])[CH3:3]. The catalyst class is: 169. (2) Reactant: [CH3:1][C@@:2]1([C:8]([OH:10])=O)[CH2:6][O:5][C:4](=[O:7])[O:3]1.C(Cl)(=O)C([Cl:14])=O.CN(C=O)C. Product: [CH3:1][C@@:2]1([C:8]([Cl:14])=[O:10])[CH2:6][O:5][C:4](=[O:7])[O:3]1. The catalyst class is: 4.